From a dataset of Retrosynthesis with 50K atom-mapped reactions and 10 reaction types from USPTO. Predict the reactants needed to synthesize the given product. (1) Given the product Nc1nc2c(NCc3ccccc3)ncnc2n1[C@@H]1O[C@H](CO)[C@@H](O)[C@H]1O, predict the reactants needed to synthesize it. The reactants are: NCc1ccccc1.Nc1nc2c(Cl)ncnc2n1[C@@H]1O[C@H](CO)[C@@H](O)[C@H]1O. (2) Given the product CN1C(=O)C(=Cc2cc(O)c(O)c([N+](=O)[O-])c2)SC1=S, predict the reactants needed to synthesize it. The reactants are: CN1C(=O)CSC1=S.O=Cc1cc(O)c(O)c([N+](=O)[O-])c1. (3) Given the product CC(C)(C)NS(=O)(=O)c1ccccc1-c1ccc(NC(=O)C2CCCN2C(=O)OC(C)(C)C)c(F)c1, predict the reactants needed to synthesize it. The reactants are: CC(C)(C)NS(=O)(=O)c1ccccc1-c1ccc(N)c(F)c1.CC(C)(C)OC(=O)N1CCCC1C(=O)O.